Dataset: Forward reaction prediction with 1.9M reactions from USPTO patents (1976-2016). Task: Predict the product of the given reaction. (1) Given the reactants [CH3:1][O:2][C:3]1[CH:4]=[C:5]([C:11]2[CH:12]=[C:13]3[C:18](=[CH:19][CH:20]=2)[N:17]=[CH:16][N:15]=[C:14]3[C:21]2[CH:22]=[N:23][C:24]([N:27]3[CH2:32][CH2:31][NH:30][CH2:29][CH2:28]3)=[CH:25][CH:26]=2)[CH:6]=[CH:7][C:8]=1[O:9][CH3:10].[CH3:33][S:34](Cl)(=[O:36])=[O:35], predict the reaction product. The product is: [CH3:1][O:2][C:3]1[CH:4]=[C:5]([C:11]2[CH:12]=[C:13]3[C:18](=[CH:19][CH:20]=2)[N:17]=[CH:16][N:15]=[C:14]3[C:21]2[CH:22]=[N:23][C:24]([N:27]3[CH2:28][CH2:29][N:30]([S:34]([CH3:33])(=[O:36])=[O:35])[CH2:31][CH2:32]3)=[CH:25][CH:26]=2)[CH:6]=[CH:7][C:8]=1[O:9][CH3:10]. (2) Given the reactants [F:1][C:2]1[CH:7]=[CH:6][CH:5]=[C:4]([F:8])[C:3]=1[CH2:9][OH:10].[H-].[Na+].Br[C:14]1[CH:19]=[CH:18][CH:17]=[CH:16][N:15]=1, predict the reaction product. The product is: [F:1][C:2]1[CH:7]=[CH:6][CH:5]=[C:4]([F:8])[C:3]=1[CH2:9][O:10][C:14]1[CH:19]=[CH:18][CH:17]=[CH:16][N:15]=1. (3) The product is: [Cl:14][C:15]1[CH:16]=[C:17]([CH:27]=[CH:28][C:29]=1[CH:30]([CH3:33])[CH:31]([OH:32])[C:7]1[CH:12]=[CH:11][N:10]=[C:9]([CH3:13])[CH:8]=1)[O:18][C:19]1[CH:26]=[CH:25][C:22]([C:23]#[N:24])=[CH:21][CH:20]=1. Given the reactants [Li]CCCC.Br[C:7]1[CH:12]=[CH:11][N:10]=[C:9]([CH3:13])[CH:8]=1.[Cl:14][C:15]1[CH:16]=[C:17]([CH:27]=[CH:28][C:29]=1[CH:30]([CH3:33])[CH:31]=[O:32])[O:18][C:19]1[CH:26]=[CH:25][C:22]([C:23]#[N:24])=[CH:21][CH:20]=1.[NH4+].[Cl-], predict the reaction product. (4) Given the reactants [Cl:1][C:2]1[N:10]=[C:9]2[C:5]([NH:6][CH:7]=[N:8]2)=[C:4]([Cl:11])[N:3]=1.[C:12]1([CH3:21])[CH:17]=[CH:16][CH:15]=[C:14](B(O)O)[CH:13]=1.N1C2C(=CC=C3C=2N=CC=C3)C=CC=1, predict the reaction product. The product is: [Cl:1][C:2]1[N:10]=[C:9]2[C:5]([N:6]=[CH:7][N:8]2[C:14]2[CH:13]=[C:12]([CH3:21])[CH:17]=[CH:16][CH:15]=2)=[C:4]([Cl:11])[N:3]=1. (5) Given the reactants [CH:1]([C:3]1[CH:4]=[C:5]([C:9]2[CH:14]=[CH:13][C:12]([C:15]([O:17][CH3:18])=[O:16])=[CH:11][CH:10]=2)[CH:6]=[CH:7][CH:8]=1)=O.C(O[BH-](OC(=O)C)OC(=O)C)(=O)C.[Na+].[CH3:33][NH:34][CH3:35], predict the reaction product. The product is: [CH3:33][N:34]([CH2:1][C:3]1[CH:4]=[C:5]([C:9]2[CH:14]=[CH:13][C:12]([C:15]([O:17][CH3:18])=[O:16])=[CH:11][CH:10]=2)[CH:6]=[CH:7][CH:8]=1)[CH3:35]. (6) Given the reactants [N+:1]([C:4]1[CH:5]=[C:6]([CH:10]=[C:11]([C:13]([F:16])([F:15])[F:14])[CH:12]=1)[C:7]([OH:9])=[O:8])([O-:3])=[O:2].OS(O)(=O)=O.[CH3:22]O, predict the reaction product. The product is: [N+:1]([C:4]1[CH:5]=[C:6]([CH:10]=[C:11]([C:13]([F:14])([F:15])[F:16])[CH:12]=1)[C:7]([O:9][CH3:22])=[O:8])([O-:3])=[O:2]. (7) Given the reactants OO.O.[OH-].[Li+].[CH2:6]([O:26][C@H:27]([CH2:43][CH3:44])[C:28](N1[C@@H](C)[C@@H](C2C=CC=CC=2)OC1=O)=[O:29])[CH2:7][CH2:8][CH2:9]/[CH:10]=[CH:11]\[CH2:12]/[CH:13]=[CH:14]\[CH2:15]/[CH:16]=[CH:17]\[CH2:18]/[CH:19]=[CH:20]\[CH2:21]/[CH:22]=[CH:23]\[CH2:24][CH3:25].[O-:45]S([O-])=O.[Na+].[Na+].Cl, predict the reaction product. The product is: [CH2:6]([O:26][C@H:27]([CH2:43][CH3:44])[C:28]([OH:29])=[O:45])[CH2:7][CH2:8][CH2:9]/[CH:10]=[CH:11]\[CH2:12]/[CH:13]=[CH:14]\[CH2:15]/[CH:16]=[CH:17]\[CH2:18]/[CH:19]=[CH:20]\[CH2:21]/[CH:22]=[CH:23]\[CH2:24][CH3:25].